Task: Predict which catalyst facilitates the given reaction.. Dataset: Catalyst prediction with 721,799 reactions and 888 catalyst types from USPTO (1) Reactant: [F:1][C:2]1[CH:7]=[CH:6][CH:5]=[C:4]([N+:8]([O-])=O)[C:3]=1[O:11][CH3:12]. Product: [F:1][C:2]1[C:3]([O:11][CH3:12])=[C:4]([CH:5]=[CH:6][CH:7]=1)[NH2:8]. The catalyst class is: 19. (2) Reactant: [F:1][C:2]([F:20])([F:19])[C:3]1[CH:8]=[CH:7][C:6]([C:9]2[C:10]3[CH2:17][CH2:16][CH:15]([OH:18])[C:11]=3[CH:12]=[N:13][CH:14]=2)=[CH:5][CH:4]=1.[H-].[Na+].I[CH2:24][C:25]1([CH3:29])[CH2:28][O:27][CH2:26]1.OP([O-])(O)=O.[K+]. Product: [CH3:24][C:25]1([CH2:29][O:18][CH:15]2[C:11]3[CH:12]=[N:13][CH:14]=[C:9]([C:6]4[CH:5]=[CH:4][C:3]([C:2]([F:1])([F:19])[F:20])=[CH:8][CH:7]=4)[C:10]=3[CH2:17][CH2:16]2)[CH2:28][O:27][CH2:26]1. The catalyst class is: 3. (3) Reactant: [CH3:1][S:2]([N:5]1[CH2:10][CH2:9][N:8]([CH2:11][CH2:12][C:13]2[CH:18]=[CH:17][C:16]([N+:19]([O-])=O)=[CH:15][N:14]=2)[CH2:7][CH2:6]1)(=[O:4])=[O:3]. Product: [CH3:1][S:2]([N:5]1[CH2:6][CH2:7][N:8]([CH2:11][CH2:12][C:13]2[N:14]=[CH:15][C:16]([NH2:19])=[CH:17][CH:18]=2)[CH2:9][CH2:10]1)(=[O:4])=[O:3]. The catalyst class is: 19. (4) Reactant: [NH2:1][C:2]1[C:3]([OH:12])=[C:4]([CH:9]=[CH:10][CH:11]=1)[C:5]([O:7][CH3:8])=[O:6].[F:13][C:14]([F:25])([F:24])[C:15]1[CH:16]=[C:17]([CH:21]=[CH:22][CH:23]=1)[C:18](Cl)=[O:19]. Product: [OH:12][C:3]1[C:2]([NH:1][C:18](=[O:19])[C:17]2[CH:21]=[CH:22][CH:23]=[C:15]([C:14]([F:13])([F:24])[F:25])[CH:16]=2)=[CH:11][CH:10]=[CH:9][C:4]=1[C:5]([O:7][CH3:8])=[O:6]. The catalyst class is: 436.